Dataset: CYP3A4 inhibition data for predicting drug metabolism from PubChem BioAssay. Task: Regression/Classification. Given a drug SMILES string, predict its absorption, distribution, metabolism, or excretion properties. Task type varies by dataset: regression for continuous measurements (e.g., permeability, clearance, half-life) or binary classification for categorical outcomes (e.g., BBB penetration, CYP inhibition). Dataset: cyp3a4_veith. The molecule is CCNc1ncc2nc(C)c(=O)n(C)c2n1. The result is 0 (non-inhibitor).